This data is from Catalyst prediction with 721,799 reactions and 888 catalyst types from USPTO. The task is: Predict which catalyst facilitates the given reaction. (1) Reactant: [F:1][C:2]1[CH:10]=[CH:9][C:5]([C:6](Cl)=[O:7])=[CH:4][CH:3]=1.[NH2:11][C:12]1[N:16]([C@@H:17]2[CH2:22][CH2:21][C@H:20]([C:23]([O:25][CH3:26])=[O:24])[CH2:19][CH2:18]2)[C:15]2[CH:27]=[C:28]([CH2:31][O:32][Si:33]([CH:40]([CH3:42])[CH3:41])([CH:37]([CH3:39])[CH3:38])[CH:34]([CH3:36])[CH3:35])[CH:29]=[CH:30][C:14]=2[N:13]=1. Product: [F:1][C:2]1[CH:10]=[CH:9][C:5]([C:6]([NH:11][C:12]2[N:16]([C@@H:17]3[CH2:22][CH2:21][C@H:20]([C:23]([O:25][CH3:26])=[O:24])[CH2:19][CH2:18]3)[C:15]3[CH:27]=[C:28]([CH2:31][O:32][Si:33]([CH:34]([CH3:36])[CH3:35])([CH:40]([CH3:42])[CH3:41])[CH:37]([CH3:39])[CH3:38])[CH:29]=[CH:30][C:14]=3[N:13]=2)=[O:7])=[CH:4][CH:3]=1. The catalyst class is: 2. (2) Reactant: [CH3:1][O:2][C:3]1[CH:4]=[C:5]2[C:10](=[CH:11][CH:12]=1)[N:9]=[CH:8][CH:7]=[C:6]2[NH2:13].[C:14]([O:18][C:19]([NH:21][CH2:22][CH:23]1[CH2:28][CH2:27][CH2:26][CH:25]([C:29](O)=[O:30])[CH2:24]1)=[O:20])([CH3:17])([CH3:16])[CH3:15].CN(C(ON1N=NC2C=CC=CC1=2)=[N+](C)C)C.F[P-](F)(F)(F)(F)F.C(N(CC)CC)C. Product: [C:14]([O:18][C:19](=[O:20])[NH:21][CH2:22][CH:23]1[CH2:28][CH2:27][CH2:26][CH:25]([C:29](=[O:30])[NH:13][C:6]2[C:5]3[C:10](=[CH:11][CH:12]=[C:3]([O:2][CH3:1])[CH:4]=3)[N:9]=[CH:8][CH:7]=2)[CH2:24]1)([CH3:15])([CH3:17])[CH3:16]. The catalyst class is: 3. (3) Reactant: Br[CH2:2][C:3]([C:5]1[CH:10]=[CH:9][C:8]([Br:11])=[CH:7][CH:6]=1)=O.[NH2:12][C:13]([NH2:15])=[S:14]. The catalyst class is: 14. Product: [Br:11][C:8]1[CH:9]=[CH:10][C:5]([C:3]2[N:12]=[C:13]([NH2:15])[S:14][CH:2]=2)=[CH:6][CH:7]=1. (4) Reactant: N1C=CN=C1.Cl[Si:7]([CH:14]([CH3:16])[CH3:15])([CH:11]([CH3:13])[CH3:12])[CH:8]([CH3:10])[CH3:9].[Br:17][CH2:18][C@H:19]([CH3:22])[CH2:20][OH:21]. Product: [Br:17][CH2:18][C@H:19]([CH3:22])[CH2:20][O:21][Si:7]([CH:14]([CH3:16])[CH3:15])([CH:11]([CH3:13])[CH3:12])[CH:8]([CH3:10])[CH3:9]. The catalyst class is: 4. (5) Reactant: [CH3:1][O:2][C:3]1[CH:4]=[CH:5][C:6]2[CH2:12][C:11](=[O:13])[CH2:10][CH2:9][CH2:8][C:7]=2[CH:14]=1.[H-].[Na+].[CH:17]1([CH2:20]Br)[CH2:19][CH2:18]1. Product: [CH:17]1([CH2:20][CH:12]2[C:6]3[CH:5]=[CH:4][C:3]([O:2][CH3:1])=[CH:14][C:7]=3[CH2:8][CH2:9][CH2:10][C:11]2=[O:13])[CH2:19][CH2:18]1. The catalyst class is: 3. (6) Reactant: Br[C:2]1[CH:7]=[CH:6][CH:5]=[CH:4][C:3]=1[F:8].C([Li])(C)(C)C.[Cl:14][C:15]1[CH:20]=[CH:19][C:18]([CH:21]=[O:22])=[CH:17][C:16]=1[S:23]([NH2:26])(=[O:25])=[O:24]. Product: [Cl:14][C:15]1[CH:20]=[CH:19][C:18]([CH:21]([C:6]2[CH:5]=[CH:4][C:3]([F:8])=[CH:2][CH:7]=2)[OH:22])=[CH:17][C:16]=1[S:23]([NH2:26])(=[O:25])=[O:24]. The catalyst class is: 7. (7) Reactant: Br[C:2]1[S:3][CH:4]=[C:5]([C:7]2[CH:12]=[CH:11][C:10]([NH:13][S:14]([C:17]([F:20])([F:19])[F:18])(=[O:16])=[O:15])=[CH:9][C:8]=2[Cl:21])[N:6]=1.[CH3:22][C:23]1[CH:24]=[N:25][CH:26]=[CH:27][C:28]=1B(O)O.C(=O)([O-])[O-].[Na+].[Na+].CN(C)C=O. Product: [Cl:21][C:8]1[CH:9]=[C:10]([NH:13][S:14]([C:17]([F:20])([F:19])[F:18])(=[O:16])=[O:15])[CH:11]=[CH:12][C:7]=1[C:5]1[N:6]=[C:2]([C:28]2[CH:27]=[CH:26][N:25]=[CH:24][C:23]=2[CH3:22])[S:3][CH:4]=1. The catalyst class is: 103.